This data is from Catalyst prediction with 721,799 reactions and 888 catalyst types from USPTO. The task is: Predict which catalyst facilitates the given reaction. (1) Reactant: [F:1][C:2]([F:35])([F:34])[C:3]1[CH:4]=[C:5]([CH:27]=[C:28]([C:30]([F:33])([F:32])[F:31])[CH:29]=1)[CH2:6][N:7]1[C:11](Cl)=[C:10]([C:13]([N:15]2[CH2:19][CH2:18][CH2:17][CH:16]2[C:20]2[CH:25]=[CH:24][CH:23]=[CH:22][C:21]=2[Cl:26])=[O:14])[N:9]=[N:8]1.[CH3:36][N:37]1[CH2:42][CH2:41][NH:40][CH2:39][CH2:38]1. Product: [F:1][C:2]([F:35])([F:34])[C:3]1[CH:4]=[C:5]([CH:27]=[C:28]([C:30]([F:32])([F:31])[F:33])[CH:29]=1)[CH2:6][N:7]1[C:11]([N:40]2[CH2:41][CH2:42][N:37]([CH3:36])[CH2:38][CH2:39]2)=[C:10]([C:13]([N:15]2[CH2:19][CH2:18][CH2:17][CH:16]2[C:20]2[CH:25]=[CH:24][CH:23]=[CH:22][C:21]=2[Cl:26])=[O:14])[N:9]=[N:8]1. The catalyst class is: 25. (2) Reactant: [CH2:1]([N:8]1[CH2:12][CH2:11][C:10]([OH:16])([C:13]([OH:15])=O)[C:9]1=[O:17])[C:2]1[CH:7]=[CH:6][CH:5]=[CH:4][CH:3]=1.[CH2:18]1[C:26]2[C:21](=[CH:22][CH:23]=[CH:24][CH:25]=2)[CH2:20][NH:19]1.CN1CCOCC1. Product: [CH2:1]([N:8]1[CH2:12][CH2:11][C:10]([C:13]([N:19]2[CH2:20][C:21]3[C:26](=[CH:25][CH:24]=[CH:23][CH:22]=3)[CH2:18]2)=[O:15])([OH:16])[C:9]1=[O:17])[C:2]1[CH:3]=[CH:4][CH:5]=[CH:6][CH:7]=1. The catalyst class is: 9. (3) Reactant: [CH:1]1([CH2:4][N:5]2[CH2:11][CH2:10][C:9]3[CH:12]=[CH:13][C:14]([O:16][C:17]4[CH:22]=[CH:21][C:20](I)=[CH:19][CH:18]=4)=[CH:15][C:8]=3[CH2:7][CH2:6]2)[CH2:3][CH2:2]1.[CH3:24][N:25]1[CH2:29][CH2:28][NH:27][C:26]1=[O:30].C(=O)([O-])[O-].[K+].[K+].C(N)CN. Product: [CH:1]1([CH2:4][N:5]2[CH2:11][CH2:10][C:9]3[CH:12]=[CH:13][C:14]([O:16][C:17]4[CH:22]=[CH:21][C:20]([N:27]5[CH2:28][CH2:29][N:25]([CH3:24])[C:26]5=[O:30])=[CH:19][CH:18]=4)=[CH:15][C:8]=3[CH2:7][CH2:6]2)[CH2:3][CH2:2]1. The catalyst class is: 38. (4) Reactant: [C:1]([C:3]1[CH:20]=[CH:19][C:6]([CH2:7][NH:8][S:9]([C:12]2[CH:17]=[CH:16][C:15]([F:18])=[CH:14][CH:13]=2)(=[O:11])=[O:10])=[CH:5][CH:4]=1)#[N:2].N[CH2:22][CH2:23][SH:24].[Cl-].[Na+]. Product: [S:24]1[CH2:23][CH2:22][N:2]=[C:1]1[C:3]1[CH:4]=[CH:5][C:6]([CH2:7][NH:8][S:9]([C:12]2[CH:17]=[CH:16][C:15]([F:18])=[CH:14][CH:13]=2)(=[O:11])=[O:10])=[CH:19][CH:20]=1. The catalyst class is: 8. (5) Reactant: [CH2:1]([C:8]#[N:9])[C:2]1[CH:7]=[CH:6][CH:5]=[CH:4][CH:3]=1.[CH2:10]([OH:12])[CH3:11].[ClH:13]. Product: [ClH:13].[CH2:10]([O:12][C:8](=[NH:9])[CH2:1][C:2]1[CH:7]=[CH:6][CH:5]=[CH:4][CH:3]=1)[CH3:11]. The catalyst class is: 12. (6) Reactant: Cl[C:2]1[N:7]=[C:6]([CH3:8])[N:5]=[C:4]([NH2:9])[N:3]=1.[Cl:10][C:11]1[CH:12]=[C:13](B(O)O)[C:14]([F:17])=[N:15][CH:16]=1.C([O-])(=O)C.[K+]. Product: [Cl:10][C:11]1[CH:12]=[C:13]([C:2]2[N:7]=[C:6]([CH3:8])[N:5]=[C:4]([NH2:9])[N:3]=2)[C:14]([F:17])=[N:15][CH:16]=1. The catalyst class is: 88. (7) Reactant: [NH2:1][C:2]1[CH:10]=[CH:9][C:5]([C:6]([OH:8])=O)=[CH:4][CH:3]=1.[C:11]1(O)[CH:16]=CC=CC=1.C1CC[CH:21]([N:24]=C=NC2CCCCC2)[CH2:20]C1. Product: [NH2:1][C:2]1[CH:3]=[CH:4][C:5]([C:6]([N:24]([CH2:16][CH3:11])[CH2:21][CH3:20])=[O:8])=[CH:9][CH:10]=1. The catalyst class is: 649. (8) Reactant: [Cl:1][C:2]1[N:7]=[C:6](Cl)[CH:5]=[CH:4][N:3]=1.[CH3:9][O-:10].[Na+].O. Product: [Cl:1][C:2]1[N:7]=[C:6]([O:10][CH3:9])[CH:5]=[CH:4][N:3]=1. The catalyst class is: 5. (9) Reactant: [H-].[Na+].[C:3]([O:7][C:8]([N:10]1[CH2:15][CH2:14][N:13]([C:16]2[C:24]([Cl:25])=[CH:23][CH:22]=[C:21]3[C:17]=2[CH:18]=[CH:19][NH:20]3)[CH2:12][CH2:11]1)=[O:9])([CH3:6])([CH3:5])[CH3:4].[Cl:26][C:27]1[CH:28]=[C:29]([S:33](Cl)(=[O:35])=[O:34])[CH:30]=[CH:31][CH:32]=1. Product: [C:3]([O:7][C:8]([N:10]1[CH2:11][CH2:12][N:13]([C:16]2[C:24]([Cl:25])=[CH:23][CH:22]=[C:21]3[C:17]=2[CH:18]=[CH:19][N:20]3[S:33]([C:29]2[CH:30]=[CH:31][CH:32]=[C:27]([Cl:26])[CH:28]=2)(=[O:35])=[O:34])[CH2:14][CH2:15]1)=[O:9])([CH3:6])([CH3:4])[CH3:5]. The catalyst class is: 85. (10) Reactant: [CH3:1][S:2]([C:5]1[CH:6]=[C:7]([C:15]2[CH:24]=[CH:23][C:22]3[C:17](=[CH:18][CH:19]=[C:20]([O:25]C)[CH:21]=3)[C:16]=2[O:27][C:28]2[CH:42]=[CH:41][C:31]([O:32][CH2:33][CH2:34][N:35]3[CH2:40][CH2:39][CH2:38][CH2:37][CH2:36]3)=[CH:30][CH:29]=2)[CH:8]=[CH:9][C:10]=1[S:11]([CH3:14])(=[O:13])=[O:12])(=[O:4])=[O:3].[ClH:43].B(Br)(Br)Br.CO. Product: [ClH:43].[CH3:1][S:2]([C:5]1[CH:6]=[C:7]([C:15]2[C:16]([O:27][C:28]3[CH:42]=[CH:41][C:31]([O:32][CH2:33][CH2:34][N:35]4[CH2:40][CH2:39][CH2:38][CH2:37][CH2:36]4)=[CH:30][CH:29]=3)=[C:17]3[C:22](=[CH:23][CH:24]=2)[CH:21]=[C:20]([OH:25])[CH:19]=[CH:18]3)[CH:8]=[CH:9][C:10]=1[S:11]([CH3:14])(=[O:13])=[O:12])(=[O:3])=[O:4]. The catalyst class is: 698.